This data is from Reaction yield outcomes from USPTO patents with 853,638 reactions. The task is: Predict the reaction yield, written as a fraction of the theoretical maximum amount of product (1.0 means a 100% yield; for example, 0.34 means a 34% yield). (1) The catalyst is ClCCl.O. The yield is 0.957. The product is [CH2:1]([O:3][C:4]([C:6]1[C:10]([CH3:11])=[CH:9][NH:8][C:7]=1[CH2:12][C:13](=[O:15])[NH:16][CH2:17][CH2:18][NH:19][C:20](=[O:22])[CH3:21])=[O:5])[CH3:2]. The reactants are [CH2:1]([O:3][C:4]([C:6]1[C:10]([CH3:11])=[CH:9][NH:8][C:7]=1[CH2:12][C:13]([OH:15])=O)=[O:5])[CH3:2].[NH2:16][CH2:17][CH2:18][NH:19][C:20](=[O:22])[CH3:21].Cl.C(N=C=NCCCN(C)C)C.ON1C2C=CC=CC=2N=N1.[OH-].[Na+]. (2) The reactants are [CH2:1]([C:3]([C:21]1[CH:26]=[CH:25][C:24]([OH:27])=[C:23]([CH3:28])[CH:22]=1)([C:6]1[CH:11]=[CH:10][C:9]([C:12]#[C:13][C:14]([CH2:18][CH3:19])([OH:17])[CH2:15][CH3:16])=[C:8]([CH3:20])[CH:7]=1)[CH2:4][CH3:5])[CH3:2].[O:29]=[C:30]1[O:34][C@@H:33]([CH2:35]OS(C2C=CC(C)=CC=2)(=O)=O)[CH2:32][CH2:31]1. No catalyst specified. The product is [CH2:1]([C:3]([C:21]1[CH:26]=[CH:25][C:24]([O:27][CH2:35][C@@H:33]2[O:34][C:30](=[O:29])[CH2:31][CH2:32]2)=[C:23]([CH3:28])[CH:22]=1)([C:6]1[CH:11]=[CH:10][C:9]([C:12]#[C:13][C:14]([CH2:15][CH3:16])([OH:17])[CH2:18][CH3:19])=[C:8]([CH3:20])[CH:7]=1)[CH2:4][CH3:5])[CH3:2]. The yield is 0.510. (3) The reactants are Br[C:2]1[CH:3]=[C:4]([CH:13]=[CH:14][CH:15]=1)[O:5][Si:6]([C:9]([CH3:12])([CH3:11])[CH3:10])([CH3:8])[CH3:7].[CH:16]1(B(O)O)[CH2:18][CH2:17]1.P([O-])([O-])([O-])=O.[K+].[K+].[K+].C1(P(C2CCCCC2)C2CCCCC2)CCCCC1. The catalyst is C1(C)C=CC=CC=1.O.C(OCC)C.CC([O-])=O.CC([O-])=O.[Pd+2]. The product is [C:9]([Si:6]([O:5][C:4]1[CH:13]=[CH:14][CH:15]=[C:2]([CH:16]2[CH2:18][CH2:17]2)[CH:3]=1)([CH3:8])[CH3:7])([CH3:12])([CH3:11])[CH3:10]. The yield is 0.410. (4) The reactants are [NH2:1][CH2:2][CH2:3][NH:4][C:5]1[N:10]=[CH:9][C:8]([N:11]([CH3:31])[C:12](=[O:30])[C:13]([C:16]2[CH:21]=[C:20]([C:22]([F:25])([F:24])[F:23])[CH:19]=[C:18]([C:26]([F:29])([F:28])[F:27])[CH:17]=2)([CH3:15])[CH3:14])=[C:7]([C:32]2[CH:37]=[CH:36][C:35]([F:38])=[CH:34][C:33]=2[CH3:39])[CH:6]=1.C=O.S([O-])([O-])(=O)=O.[Mg+2].[CH2:48](N(CC)CC)C.[C:55](Cl)(=[O:57])[CH3:56]. The catalyst is ClCCCl. The product is [C:55]([N:1]1[CH2:2][CH2:3][N:4]([C:5]2[N:10]=[CH:9][C:8]([N:11]([CH3:31])[C:12](=[O:30])[C:13]([C:16]3[CH:17]=[C:18]([C:26]([F:27])([F:28])[F:29])[CH:19]=[C:20]([C:22]([F:24])([F:25])[F:23])[CH:21]=3)([CH3:15])[CH3:14])=[C:7]([C:32]3[CH:37]=[CH:36][C:35]([F:38])=[CH:34][C:33]=3[CH3:39])[CH:6]=2)[CH2:48]1)(=[O:57])[CH3:56]. The yield is 0.730. (5) The reactants are [Br:1][C:2]1[N:10]=[CH:9][CH:8]=[CH:7][C:3]=1[C:4]([OH:6])=O.CCN=C=NCCCN(C)C.[C:22]([C:26]1[CH:27]=[C:28]([CH:30]=[CH:31][CH:32]=1)[NH2:29])([CH3:25])([CH3:24])[CH3:23].C(=O)(O)[O-].[Na+]. The catalyst is ClCCl.O. The product is [Br:1][C:2]1[N:10]=[CH:9][CH:8]=[CH:7][C:3]=1[C:4]([NH:29][C:28]1[CH:30]=[CH:31][CH:32]=[C:26]([C:22]([CH3:25])([CH3:24])[CH3:23])[CH:27]=1)=[O:6]. The yield is 0.590. (6) The reactants are [F:1][C:2]1[CH:7]=[CH:6][CH:5]=[CH:4][C:3]=1[N:8]1[C:12]([C:13]2[N:14]=[CH:15][NH:16][CH:17]=2)=[C:11]([CH3:18])[N:10]=[N:9]1.Cl[C:20]1[CH:29]=[CH:28][C:23]([C:24]([O:26][CH3:27])=[O:25])=[CH:22][N:21]=1.C(=O)([O-])[O-].[K+].[K+].O. The catalyst is CN(C=O)C. The product is [F:1][C:2]1[CH:7]=[CH:6][CH:5]=[CH:4][C:3]=1[N:8]1[C:12]([C:13]2[N:14]=[CH:15][N:16]([C:20]3[CH:29]=[CH:28][C:23]([C:24]([O:26][CH3:27])=[O:25])=[CH:22][N:21]=3)[CH:17]=2)=[C:11]([CH3:18])[N:10]=[N:9]1. The yield is 0.290.